This data is from Reaction yield outcomes from USPTO patents with 853,638 reactions. The task is: Predict the reaction yield, written as a fraction of the theoretical maximum amount of product (1.0 means a 100% yield; for example, 0.34 means a 34% yield). The reactants are Br[C:2]1[CH:14]=[CH:13][C:12]2[C:11]3[C:6](=[CH:7][C:8]([Br:15])=[CH:9][CH:10]=3)[C:5]([F:17])([F:16])[C:4]=2[CH:3]=1.C([Sn](CCCC)(CCCC)[C:23]([O:25]CC)=[CH2:24])CCC.C1C(=O)N(Br)C(=O)C1.[N:44]1([C:52]([O:54][C:55]([CH3:58])([CH3:57])[CH3:56])=[O:53])[CH2:51][CH2:50][CH2:49][C@H:45]1[C:46]([OH:48])=[O:47].CCN(C(C)C)C(C)C. The catalyst is O1CCOCC1.C(OCC)(=O)C.CC#N.CN(C=O)C.C1C=CC(P(C2C=CC=CC=2)[C-]2C=CC=C2)=CC=1.C1C=CC(P(C2C=CC=CC=2)[C-]2C=CC=C2)=CC=1.Cl[Pd]Cl.[Fe+2].C1C=CC([P]([Pd]([P](C2C=CC=CC=2)(C2C=CC=CC=2)C2C=CC=CC=2)([P](C2C=CC=CC=2)(C2C=CC=CC=2)C2C=CC=CC=2)[P](C2C=CC=CC=2)(C2C=CC=CC=2)C2C=CC=CC=2)(C2C=CC=CC=2)C2C=CC=CC=2)=CC=1.O. The product is [C:55]([O:54][C:52]([N:44]1[CH2:51][CH2:50][CH2:49][CH:45]1[C:46]([O:48][CH2:24][C:23]([C:2]1[CH:14]=[CH:13][C:12]2[C:11]3[C:6](=[CH:7][C:8]([Br:15])=[CH:9][CH:10]=3)[C:5]([F:17])([F:16])[C:4]=2[CH:3]=1)=[O:25])=[O:47])=[O:53])([CH3:58])([CH3:57])[CH3:56]. The yield is 0.340.